This data is from NCI-60 drug combinations with 297,098 pairs across 59 cell lines. The task is: Regression. Given two drug SMILES strings and cell line genomic features, predict the synergy score measuring deviation from expected non-interaction effect. (1) Drug 1: C1=CN(C(=O)N=C1N)C2C(C(C(O2)CO)O)O.Cl. Drug 2: CC1=C(N=C(N=C1N)C(CC(=O)N)NCC(C(=O)N)N)C(=O)NC(C(C2=CN=CN2)OC3C(C(C(C(O3)CO)O)O)OC4C(C(C(C(O4)CO)O)OC(=O)N)O)C(=O)NC(C)C(C(C)C(=O)NC(C(C)O)C(=O)NCCC5=NC(=CS5)C6=NC(=CS6)C(=O)NCCC[S+](C)C)O. Cell line: SNB-75. Synergy scores: CSS=18.9, Synergy_ZIP=-3.84, Synergy_Bliss=-0.225, Synergy_Loewe=-5.15, Synergy_HSA=-0.100. (2) Drug 1: CN1CCC(CC1)COC2=C(C=C3C(=C2)N=CN=C3NC4=C(C=C(C=C4)Br)F)OC. Drug 2: CC(CN1CC(=O)NC(=O)C1)N2CC(=O)NC(=O)C2. Cell line: SF-539. Synergy scores: CSS=18.0, Synergy_ZIP=-0.828, Synergy_Bliss=1.65, Synergy_Loewe=1.38, Synergy_HSA=3.42. (3) Drug 1: C1=NC2=C(N=C(N=C2N1C3C(C(C(O3)CO)O)O)F)N. Drug 2: C1CCC(C(C1)N)N.C(=O)(C(=O)[O-])[O-].[Pt+4]. Cell line: DU-145. Synergy scores: CSS=23.1, Synergy_ZIP=-8.35, Synergy_Bliss=-5.17, Synergy_Loewe=-10.6, Synergy_HSA=-0.301. (4) Drug 1: C1CCC(C1)C(CC#N)N2C=C(C=N2)C3=C4C=CNC4=NC=N3. Drug 2: COC1=CC(=CC(=C1O)OC)C2C3C(COC3=O)C(C4=CC5=C(C=C24)OCO5)OC6C(C(C7C(O6)COC(O7)C8=CC=CS8)O)O. Cell line: KM12. Synergy scores: CSS=41.8, Synergy_ZIP=-5.04, Synergy_Bliss=-0.0557, Synergy_Loewe=0.197, Synergy_HSA=3.24. (5) Drug 1: C1=CC(=CC=C1CCCC(=O)O)N(CCCl)CCCl. Drug 2: C1CC(=O)NC(=O)C1N2C(=O)C3=CC=CC=C3C2=O. Cell line: DU-145. Synergy scores: CSS=37.1, Synergy_ZIP=-3.65, Synergy_Bliss=-4.31, Synergy_Loewe=-6.23, Synergy_HSA=-4.50. (6) Drug 1: CN1CCC(CC1)COC2=C(C=C3C(=C2)N=CN=C3NC4=C(C=C(C=C4)Br)F)OC. Drug 2: CC1CCCC2(C(O2)CC(NC(=O)CC(C(C(=O)C(C1O)C)(C)C)O)C(=CC3=CSC(=N3)C)C)C. Cell line: SR. Synergy scores: CSS=10.0, Synergy_ZIP=2.16, Synergy_Bliss=1.59, Synergy_Loewe=-3.10, Synergy_HSA=-0.256. (7) Drug 1: C1CC(C1)(C(=O)O)C(=O)O.[NH2-].[NH2-].[Pt+2]. Drug 2: CC1=C(C=C(C=C1)NC(=O)C2=CC=C(C=C2)CN3CCN(CC3)C)NC4=NC=CC(=N4)C5=CN=CC=C5. Cell line: EKVX. Synergy scores: CSS=0.352, Synergy_ZIP=-1.45, Synergy_Bliss=-4.29, Synergy_Loewe=-4.61, Synergy_HSA=-5.08.